From a dataset of Reaction yield outcomes from USPTO patents with 853,638 reactions. Predict the reaction yield, written as a fraction of the theoretical maximum amount of product (1.0 means a 100% yield; for example, 0.34 means a 34% yield). (1) The reactants are C([N-]C(C)C)(C)C.[Li+].[C:9]([N:16]1[CH2:21][CH2:20][CH:19]([C:22]#[N:23])[CH2:18][CH2:17]1)([O:11][C:12]([CH3:15])([CH3:14])[CH3:13])=[O:10].Cl[C:25]1[N:29]([S:30]([N:33]([CH3:35])[CH3:34])(=[O:32])=[O:31])[C:28]2[CH:36]=[CH:37][C:38]([Cl:40])=[CH:39][C:27]=2[N:26]=1. The catalyst is C1COCC1. The product is [Cl:40][C:38]1[CH:37]=[CH:36][C:28]2[N:29]([S:30](=[O:32])(=[O:31])[N:33]([CH3:35])[CH3:34])[C:25]([C:19]3([C:22]#[N:23])[CH2:18][CH2:17][N:16]([C:9]([O:11][C:12]([CH3:13])([CH3:15])[CH3:14])=[O:10])[CH2:21][CH2:20]3)=[N:26][C:27]=2[CH:39]=1. The yield is 0.647. (2) The reactants are O=P12OP3(OP(OP(O3)(O1)=O)(=O)O2)=O.[F:15]C(F)(F)C(O)=O.[CH3:22][N:23]([CH:37]=[C:38]([C:44]([O:46]CC)=O)[C:39]([O:41][CH2:42][CH3:43])=[O:40])[C:24]1[CH:29]=[CH:28][C:27](CN2CCOCC2)=[CH:26][CH:25]=1. The catalyst is C1(C)C=CC=CC=1. The product is [CH3:22][N:23]1[C:24]2[C:25](=[CH:26][CH:27]=[CH:28][C:29]=2[F:15])[C:44](=[O:46])[C:38]([C:39]([O:41][CH2:42][CH3:43])=[O:40])=[CH:37]1. The yield is 0.800. (3) The reactants are [CH:1]([C:3]1[CH:18]=[CH:17][C:6]([O:7][C:8]2[N:9]=[CH:10][C:11]([C:14]([NH2:16])=[O:15])=[N:12][CH:13]=2)=[C:5]([O:19][CH3:20])[CH:4]=1)=O.[CH3:21][C:22]([CH3:28])([CH3:27])[CH2:23][CH2:24][CH2:25][NH2:26].[BH4-].[Na+]. The catalyst is CO. The product is [CH3:21][C:22]([CH3:28])([CH3:27])[CH2:23][CH2:24][CH2:25][NH:26][CH2:1][C:3]1[CH:18]=[CH:17][C:6]([O:7][C:8]2[N:9]=[CH:10][C:11]([C:14]([NH2:16])=[O:15])=[N:12][CH:13]=2)=[C:5]([O:19][CH3:20])[CH:4]=1. The yield is 0.373. (4) The reactants are [OH:1][C:2]1[CH:3]=[C:4]([CH:8]=[CH:9][CH:10]=1)[C:5]([OH:7])=[O:6].[Br:11]Br. The catalyst is CC(O)=O. The product is [Br:11][C:10]1[CH:9]=[CH:8][C:4]([C:5]([OH:7])=[O:6])=[CH:3][C:2]=1[OH:1]. The yield is 0.120.